Dataset: Full USPTO retrosynthesis dataset with 1.9M reactions from patents (1976-2016). Task: Predict the reactants needed to synthesize the given product. (1) Given the product [Br:1][C:2]1[CH:3]=[CH:4][C:5]([NH:12][C:13]([CH3:17])([CH3:16])[CH2:14][OH:15])=[C:6]([N+:8]([O-:10])=[O:9])[CH:7]=1, predict the reactants needed to synthesize it. The reactants are: [Br:1][C:2]1[CH:3]=[CH:4][C:5](F)=[C:6]([N+:8]([O-:10])=[O:9])[CH:7]=1.[NH2:12][C:13]([CH3:17])([CH3:16])[CH2:14][OH:15]. (2) Given the product [NH2:1][C:2]1[CH:7]=[CH:6][C:5]([O:8][C:17]2[CH:22]=[CH:21][N:20]=[C:19]([C:23]([NH2:25])=[O:24])[CH:18]=2)=[C:4]([F:9])[CH:3]=1, predict the reactants needed to synthesize it. The reactants are: [NH2:1][C:2]1[CH:7]=[CH:6][C:5]([OH:8])=[C:4]([F:9])[CH:3]=1.CC(C)([O-])C.[K+].Cl[C:17]1[CH:22]=[CH:21][N:20]=[C:19]([C:23]([NH2:25])=[O:24])[CH:18]=1.[OH-].[Na+]. (3) Given the product [CH:26]([C:29]1[N:34]=[C:33]([NH:35][S:9]([C:12]2[CH:13]=[CH:14][C:15]([C:18]3[CH:23]=[CH:22][C:21]([C:24]#[N:25])=[CH:20][CH:19]=3)=[CH:16][CH:17]=2)(=[O:11])=[O:10])[CH:32]=[CH:31][CH:30]=1)([CH3:28])[CH3:27], predict the reactants needed to synthesize it. The reactants are: CC1N=C(N[S:9]([C:12]2[CH:17]=[CH:16][C:15]([C:18]3[CH:23]=[CH:22][C:21]([C:24]#[N:25])=[CH:20][CH:19]=3)=[CH:14][CH:13]=2)(=[O:11])=[O:10])C=CC=1.[CH:26]([C:29]1[N:34]=[C:33]([NH2:35])[CH:32]=[CH:31][CH:30]=1)([CH3:28])[CH3:27].